The task is: Binary Classification. Given a T-cell receptor sequence (or CDR3 region) and an epitope sequence, predict whether binding occurs between them.. This data is from TCR-epitope binding with 47,182 pairs between 192 epitopes and 23,139 TCRs. (1) The epitope is LEPLVDLPI. The TCR CDR3 sequence is CASSLAESIRGTDTQYF. Result: 1 (the TCR binds to the epitope). (2) The epitope is HPVGEADYFEY. The TCR CDR3 sequence is CSAMGGGPYEQYF. Result: 0 (the TCR does not bind to the epitope). (3) The epitope is HLVDFQVTI. The TCR CDR3 sequence is CASSRIAGVYDEQFF. Result: 0 (the TCR does not bind to the epitope). (4) The epitope is RPPIFIRRL. The TCR CDR3 sequence is CASSLGLGGDTQYF. Result: 1 (the TCR binds to the epitope). (5) The epitope is SEETGTLIV. The TCR CDR3 sequence is CSVVSLTTNEQFF. Result: 0 (the TCR does not bind to the epitope). (6) The epitope is KAYNVTQAF. The TCR CDR3 sequence is CASSLDRTEEEQYF. Result: 1 (the TCR binds to the epitope).